Task: Predict the product of the given reaction.. Dataset: Forward reaction prediction with 1.9M reactions from USPTO patents (1976-2016) (1) Given the reactants C[C:2]1[NH:3][C:4]2[C:9]([CH:10]=1)=[CH:8][C:7](OC)=[CH:6][CH:5]=2.[H-].[Na+].BrCCC[C:19](OC(C)(C)C)=[O:20], predict the reaction product. The product is: [CH:19]([C:10]1[C:9]2[C:4](=[CH:5][CH:6]=[CH:7][CH:8]=2)[NH:3][CH:2]=1)=[O:20]. (2) Given the reactants C([O:3][C:4](=[O:22])[CH:5]=[CH:6][C:7]1[CH:12]=[CH:11][C:10]([C:13]([CH3:16])([CH3:15])[CH3:14])=[CH:9][C:8]=1[O:17][CH2:18][CH2:19][O:20][CH3:21])C.[OH-].[Na+], predict the reaction product. The product is: [C:13]([C:10]1[CH:11]=[CH:12][C:7]([CH:6]=[CH:5][C:4]([OH:22])=[O:3])=[C:8]([O:17][CH2:18][CH2:19][O:20][CH3:21])[CH:9]=1)([CH3:16])([CH3:14])[CH3:15]. (3) Given the reactants [F:1][C:2]1[CH:19]=[CH:18][CH:17]=[CH:16][C:3]=1[O:4][C:5]1[N:10]=[CH:9][C:8]([CH2:11][C:12](Cl)=[N:13][OH:14])=[CH:7][CH:6]=1.O1CCCC1.[C:25]([C:27]1[C:28]([NH2:34])=[N:29][C:30]([NH2:33])=[CH:31][CH:32]=1)#[CH:26].C(N(CC)CC)C, predict the reaction product. The product is: [F:1][C:2]1[CH:19]=[CH:18][CH:17]=[CH:16][C:3]=1[O:4][C:5]1[N:10]=[CH:9][C:8]([CH2:11][C:12]2[CH:26]=[C:25]([C:27]3[C:28]([NH2:34])=[N:29][C:30]([NH2:33])=[CH:31][CH:32]=3)[O:14][N:13]=2)=[CH:7][CH:6]=1. (4) The product is: [CH:15]1([N:18]2[C:2]3[C:3](=[CH:4][C:5]([N+:8]([O-:10])=[O:9])=[CH:6][CH:7]=3)[CH2:11][C:12]2=[O:14])[CH2:17][CH2:16]1. Given the reactants F[C:2]1[CH:7]=[CH:6][C:5]([N+:8]([O-:10])=[O:9])=[CH:4][C:3]=1[CH2:11][C:12]([OH:14])=O.[CH:15]1([NH2:18])[CH2:17][CH2:16]1, predict the reaction product. (5) Given the reactants [Br:1][C:2]1[O:6][C:5]([C:7]([OH:9])=O)=[CH:4][CH:3]=1.[CH2:10]([O:12][C:13](=[O:23])[CH2:14][O:15][C:16]1[CH:21]=[CH:20][CH:19]=[C:18]([NH2:22])[CH:17]=1)[CH3:11], predict the reaction product. The product is: [CH2:10]([O:12][C:13](=[O:23])[CH2:14][O:15][C:16]1[CH:21]=[CH:20][CH:19]=[C:18]([NH:22][C:7]([C:5]2[O:6][C:2]([Br:1])=[CH:3][CH:4]=2)=[O:9])[CH:17]=1)[CH3:11]. (6) The product is: [NH2:1][C:2]1[N:7]([C:8]2[CH:13]=[CH:12][CH:11]=[CH:10][CH:9]=2)[C:6]([NH:23][C:22]2[CH:24]=[CH:25][C:19]([O:18][CH3:17])=[CH:20][CH:21]=2)=[N:5][C:4](=[O:16])[CH:3]=1. Given the reactants [NH2:1][C:2]1[N:7]([C:8]2[CH:13]=[CH:12][CH:11]=[CH:10][CH:9]=2)[C:6](SC)=[N:5][C:4](=[O:16])[CH:3]=1.[CH3:17][O:18][C:19]1[CH:25]=[CH:24][C:22]([NH2:23])=[CH:21][CH:20]=1.[K+].[Br-], predict the reaction product.